From a dataset of Peptide-MHC class I binding affinity with 185,985 pairs from IEDB/IMGT. Regression. Given a peptide amino acid sequence and an MHC pseudo amino acid sequence, predict their binding affinity value. This is MHC class I binding data. (1) The peptide sequence is TVAPPAPVY. The MHC is HLA-A02:06 with pseudo-sequence HLA-A02:06. The binding affinity (normalized) is 0. (2) The peptide sequence is GRTFGKLPY. The binding affinity (normalized) is 0.200. The MHC is HLA-B27:05 with pseudo-sequence HLA-B27:05.